From a dataset of Catalyst prediction with 721,799 reactions and 888 catalyst types from USPTO. Predict which catalyst facilitates the given reaction. (1) Reactant: [CH3:1][O:2][C:3](=[O:24])[CH2:4][C:5]1[S:9][C:8]([NH:10][C:11]([NH:13][C:14]2[CH:19]=[CH:18][CH:17]=[C:16]([C:20]([F:23])([F:22])[F:21])[CH:15]=2)=[O:12])=[N:7][CH:6]=1.C=O.[C:27]([O-])([O-])=[O:28].[K+].[K+]. Product: [CH3:1][O:2][C:3](=[O:24])[CH:4]([C:5]1[S:9][C:8]([NH:10][C:11]([NH:13][C:14]2[CH:19]=[CH:18][CH:17]=[C:16]([C:20]([F:22])([F:23])[F:21])[CH:15]=2)=[O:12])=[N:7][CH:6]=1)[CH2:27][OH:28]. The catalyst class is: 197. (2) Reactant: [CH3:1][N:2]1[CH:6]=[CH:5][N:4]=[C:3]1[CH:7]=O.[NH2:9][C:10]1[CH:18]=[C:17]([F:19])[CH:16]=[C:15]2[C:11]=1[CH2:12][O:13][C:14]2=[O:20].S([O-])([O-])(=O)=O.[Mg+2]. Product: [F:19][C:17]1[CH:16]=[C:15]2[C:11]([CH2:12][O:13][C:14]2=[O:20])=[C:10](/[N:9]=[CH:7]/[C:3]2[N:2]([CH3:1])[CH:6]=[CH:5][N:4]=2)[CH:18]=1. The catalyst class is: 10.